Dataset: Reaction yield outcomes from USPTO patents with 853,638 reactions. Task: Predict the reaction yield, written as a fraction of the theoretical maximum amount of product (1.0 means a 100% yield; for example, 0.34 means a 34% yield). (1) The reactants are [F:1][C:2]1[CH:3]=[CH:4][C:5]([N+:39]([O-])=O)=[C:6]([NH:8][C:9]2[CH:17]=[CH:16][CH:15]=[C:14]3[C:10]=2[CH2:11][CH2:12][CH:13]3[N:18]([C:33](=[O:38])[C:34]([F:37])([F:36])[F:35])[C:19]2[CH:32]=[CH:31][C:22]3[C@H:23]([CH2:26][C:27]([O:29][CH3:30])=[O:28])[CH2:24][O:25][C:21]=3[CH:20]=2)[CH:7]=1. The catalyst is CO.O1CCCC1.[C].[Pd]. The product is [NH2:39][C:5]1[CH:4]=[CH:3][C:2]([F:1])=[CH:7][C:6]=1[NH:8][C:9]1[CH:17]=[CH:16][CH:15]=[C:14]2[C:10]=1[CH2:11][CH2:12][CH:13]2[N:18]([C:33](=[O:38])[C:34]([F:37])([F:36])[F:35])[C:19]1[CH:32]=[CH:31][C:22]2[C@H:23]([CH2:26][C:27]([O:29][CH3:30])=[O:28])[CH2:24][O:25][C:21]=2[CH:20]=1. The yield is 0.950. (2) The reactants are [CH2:1]([O:3][C:4](=[O:16])[CH2:5][N:6]1[C:14]2[CH2:13][CH2:12][CH2:11][CH:10]([NH2:15])[C:9]=2[CH:8]=[N:7]1)[CH3:2].[N+:17]([C:20]1[CH:21]=[C:22]([S:26](Cl)(=[O:28])=[O:27])[CH:23]=[CH:24][CH:25]=1)([O-:19])=[O:18]. No catalyst specified. The product is [CH2:1]([O:3][C:4](=[O:16])[CH2:5][N:6]1[C:14]2[CH2:13][CH2:12][CH2:11][CH:10]([NH:15][S:26]([C:22]3[CH:23]=[CH:24][CH:25]=[C:20]([N+:17]([O-:19])=[O:18])[CH:21]=3)(=[O:27])=[O:28])[C:9]=2[CH:8]=[N:7]1)[CH3:2]. The yield is 0.636. (3) The product is [NH2:11][C:7]1[CH:6]=[C:5]2[C:10]([C:2]([CH3:17])([CH3:1])[CH2:3][N:4]2[C:14](=[O:16])[CH3:15])=[CH:9][CH:8]=1. The reactants are [CH3:1][C:2]1([CH3:17])[C:10]2[C:5](=[CH:6][C:7]([N+:11]([O-])=O)=[CH:8][CH:9]=2)[N:4]([C:14](=[O:16])[CH3:15])[CH2:3]1. The catalyst is CO.[Pd]. The yield is 0.610. (4) The reactants are [N:1]1[CH:6]=[CH:5][CH:4]=[C:3]([NH2:7])[C:2]=1[NH2:8].Cl.C(O[C:13](=N)[CH2:14][CH:15]1[CH2:20][CH2:19][N:18]([C:21]([O:23][CH2:24][CH3:25])=[O:22])[CH2:17][CH2:16]1)C. The catalyst is CO. The product is [NH:7]1[C:3]2[C:2](=[N:1][CH:6]=[CH:5][CH:4]=2)[N:8]=[C:13]1[CH2:14][CH:15]1[CH2:16][CH2:17][N:18]([C:21]([O:23][CH2:24][CH3:25])=[O:22])[CH2:19][CH2:20]1. The yield is 0.520. (5) The reactants are [O-]CC.[Na+].Cl.[CH:6]([NH2:8])=[NH:7].C(O[C:12](=[O:24])[CH:13]([C:22]#[N:23])[CH2:14][CH:15]([O:19][CH2:20][CH3:21])[O:16][CH2:17][CH3:18])C. The catalyst is C(O)C. The product is [NH2:23][C:22]1[N:7]=[CH:6][NH:8][C:12](=[O:24])[C:13]=1[CH2:14][CH:15]([O:19][CH2:20][CH3:21])[O:16][CH2:17][CH3:18]. The yield is 0.660. (6) The reactants are [CH2:1]([O:3][C:4](=[O:23])[CH:5]([OH:22])[CH2:6][N:7]([CH2:15][C:16]1[CH:21]=[CH:20][CH:19]=[CH:18][CH:17]=1)[CH2:8][C:9]1[CH:14]=[CH:13][CH:12]=[CH:11][CH:10]=1)[CH3:2].[C:24]([Si:28](Cl)([C:35]1[CH:40]=[CH:39][CH:38]=[CH:37][CH:36]=1)[C:29]1[CH:34]=[CH:33][CH:32]=[CH:31][CH:30]=1)([CH3:27])([CH3:26])[CH3:25].N1C=CN=C1. The catalyst is CN(C=O)C.CN(C1C=CN=CC=1)C. The product is [CH2:1]([O:3][C:4](=[O:23])[CH:5]([O:22][Si:28]([C:24]([CH3:27])([CH3:26])[CH3:25])([C:35]1[CH:36]=[CH:37][CH:38]=[CH:39][CH:40]=1)[C:29]1[CH:34]=[CH:33][CH:32]=[CH:31][CH:30]=1)[CH2:6][N:7]([CH2:15][C:16]1[CH:17]=[CH:18][CH:19]=[CH:20][CH:21]=1)[CH2:8][C:9]1[CH:10]=[CH:11][CH:12]=[CH:13][CH:14]=1)[CH3:2]. The yield is 0.790. (7) The reactants are [CH2:1]([C:3]1[N:4]([C:28]2[CH:33]=[CH:32][C:31]([O:34][C:35]3([CH2:40][OH:41])[CH2:39][CH2:38][CH2:37][CH2:36]3)=[CH:30][CH:29]=2)[C:5](=[O:27])[C:6]([CH2:12][C:13]2[CH:18]=[CH:17][C:16]([C:19]3[C:20]([C:25]#[N:26])=[CH:21][CH:22]=[CH:23][CH:24]=3)=[CH:15][CH:14]=2)=[C:7]([CH2:9][CH2:10][CH3:11])[N:8]=1)[CH3:2].[N:42]1C(C)=CC=CC=1C.FC(F)(F)S(O[Si](C(C)(C)C)(C)C)(=O)=O.[C:65]([O:68]CC)(=[O:67])C. The catalyst is ClCCl. The product is [CH2:1]([C:3]1[N:4]([C:28]2[CH:33]=[CH:32][C:31]([O:34][C:35]3([CH2:40][OH:41])[CH2:36][CH2:37][CH2:38][CH2:39]3)=[CH:30][CH:29]=2)[C:5](=[O:27])[C:6]([CH2:12][C:13]2[CH:14]=[CH:15][C:16]([C:19]3[CH:24]=[CH:23][CH:22]=[CH:21][C:20]=3[C:25]3[NH:42][C:65](=[O:67])[O:68][N:26]=3)=[CH:17][CH:18]=2)=[C:7]([CH2:9][CH2:10][CH3:11])[N:8]=1)[CH3:2]. The yield is 0.580.